From a dataset of Forward reaction prediction with 1.9M reactions from USPTO patents (1976-2016). Predict the product of the given reaction. Given the reactants C([O:3][C:4](=[O:36])[C:5](=[O:35])[N:6]1[CH2:11][CH2:10][CH:9]([C:12]2[CH:17]=[CH:16][C:15]([C:18]3[CH:19]=[N:20][C:21]([NH:24][C:25]4[CH:26]=[N:27][C:28]([C:31]([F:34])([F:33])[F:32])=[CH:29][CH:30]=4)=[CH:22][CH:23]=3)=[CH:14][CH:13]=2)[CH2:8][CH2:7]1)C.[Li+].[OH-], predict the reaction product. The product is: [O:35]=[C:5]([N:6]1[CH2:7][CH2:8][CH:9]([C:12]2[CH:13]=[CH:14][C:15]([C:18]3[CH:19]=[N:20][C:21]([NH:24][C:25]4[CH:26]=[N:27][C:28]([C:31]([F:33])([F:34])[F:32])=[CH:29][CH:30]=4)=[CH:22][CH:23]=3)=[CH:16][CH:17]=2)[CH2:10][CH2:11]1)[C:4]([OH:36])=[O:3].